From a dataset of TCR-epitope binding with 47,182 pairs between 192 epitopes and 23,139 TCRs. Binary Classification. Given a T-cell receptor sequence (or CDR3 region) and an epitope sequence, predict whether binding occurs between them. (1) The epitope is LEPLVDLPI. The TCR CDR3 sequence is CASSPSTGTGELFF. Result: 1 (the TCR binds to the epitope). (2) The epitope is KEIDRLNEV. The TCR CDR3 sequence is CASSHFSGALETQYF. Result: 1 (the TCR binds to the epitope). (3) The epitope is AMFWSVPTV. The TCR CDR3 sequence is CASSSAGGGGNTIYF. Result: 1 (the TCR binds to the epitope). (4) The epitope is TLDSKTQSL. The TCR CDR3 sequence is CASSLNGGHYEQYF. Result: 0 (the TCR does not bind to the epitope). (5) The epitope is PKYVKQNTLKLAT. The TCR CDR3 sequence is CASSDPTGTGANVLTF. Result: 1 (the TCR binds to the epitope). (6) The epitope is YSEHPTFTSQY. The TCR CDR3 sequence is CSAPGWDTEAFF. Result: 1 (the TCR binds to the epitope).